Dataset: Forward reaction prediction with 1.9M reactions from USPTO patents (1976-2016). Task: Predict the product of the given reaction. Given the reactants [Br:1][C:2]1[CH:7]=[CH:6][C:5]([N:8]2[C:12](C(O)=O)=[C:11]([CH3:16])[N:10]=[N:9]2)=[CH:4][CH:3]=1.[CH3:17][CH:18]([OH:20])[CH3:19].C1(P(N=[N+]=[N-])(C2C=CC=CC=2)=[O:28])C=CC=CC=1.C([N:40]([CH2:43]C)CC)C, predict the reaction product. The product is: [CH:18]([O:20][C:43](=[O:28])[NH:40][C:12]1[N:8]([C:5]2[CH:4]=[CH:3][C:2]([Br:1])=[CH:7][CH:6]=2)[N:9]=[N:10][C:11]=1[CH3:16])([CH3:19])[CH3:17].